Dataset: NCI-60 drug combinations with 297,098 pairs across 59 cell lines. Task: Regression. Given two drug SMILES strings and cell line genomic features, predict the synergy score measuring deviation from expected non-interaction effect. Drug 1: CC1C(C(CC(O1)OC2CC(OC(C2O)C)OC3=CC4=CC5=C(C(=O)C(C(C5)C(C(=O)C(C(C)O)O)OC)OC6CC(C(C(O6)C)O)OC7CC(C(C(O7)C)O)OC8CC(C(C(O8)C)O)(C)O)C(=C4C(=C3C)O)O)O)O. Drug 2: C1CNP(=O)(OC1)N(CCCl)CCCl. Cell line: HOP-62. Synergy scores: CSS=13.3, Synergy_ZIP=4.31, Synergy_Bliss=4.02, Synergy_Loewe=-63.3, Synergy_HSA=-1.29.